This data is from Forward reaction prediction with 1.9M reactions from USPTO patents (1976-2016). The task is: Predict the product of the given reaction. (1) Given the reactants [C:1]1([S:7]([C:10]2[CH:15]=[CH:14][C:13]([NH:16][C:17]3[C:18]4[CH:26]=[C:25]([C:27]5[O:31][C:30]([CH:32]=O)=[CH:29][CH:28]=5)[N:24]=[CH:23][C:19]=4[N:20]=[CH:21][N:22]=3)=[CH:12][CH:11]=2)(=[O:9])=[O:8])[CH:6]=[CH:5][CH:4]=[CH:3][CH:2]=1.[CH3:34][S:35][CH2:36][CH2:37][NH2:38].[Cl:39]CCl, predict the reaction product. The product is: [ClH:39].[ClH:39].[C:1]1([S:7]([C:10]2[CH:11]=[CH:12][C:13]([NH:16][C:17]3[C:18]4[CH:26]=[C:25]([C:27]5[O:31][C:30]([CH2:32][NH:38][CH2:37][CH2:36][S:35][CH3:34])=[CH:29][CH:28]=5)[N:24]=[CH:23][C:19]=4[N:20]=[CH:21][N:22]=3)=[CH:14][CH:15]=2)(=[O:8])=[O:9])[CH:6]=[CH:5][CH:4]=[CH:3][CH:2]=1. (2) Given the reactants [S:1]1[C:5]2[CH:6]=[CH:7][C:8]([CH:10]([C:18]([O:20]C(C)(C)C)=[O:19])[C:11]([O:13]C(C)(C)C)=[O:12])=[CH:9][C:4]=2[CH:3]=[CH:2]1.O.C1(C)C=CC(S(O)(=O)=O)=CC=1, predict the reaction product. The product is: [S:1]1[C:5]2[CH:6]=[CH:7][C:8]([CH:10]([C:11]([OH:13])=[O:12])[C:18]([OH:20])=[O:19])=[CH:9][C:4]=2[CH:3]=[CH:2]1. (3) The product is: [F:40][C:38]1[CH:39]=[C:34]([NH:33][C:31](=[O:32])[CH2:30][NH:22][CH:18]2[CH2:17][CH2:16][C:15]3[C:20](=[CH:21][N:13]([C:6]4[C:5]5[C:10](=[CH:11][CH:12]=[C:3]([O:2][CH3:1])[N:4]=5)[N:9]=[CH:8][CH:7]=4)[N:14]=3)[CH2:19]2)[CH:35]=[C:36]([F:41])[CH:37]=1. Given the reactants [CH3:1][O:2][C:3]1[N:4]=[C:5]2[C:10](=[CH:11][CH:12]=1)[N:9]=[CH:8][CH:7]=[C:6]2[N:13]1[CH:21]=[C:20]2[C:15]([CH2:16][CH2:17][CH:18]([NH2:22])[CH2:19]2)=[N:14]1.C([O-])([O-])=O.[K+].[K+].Cl[CH2:30][C:31]([NH:33][C:34]1[CH:39]=[C:38]([F:40])[CH:37]=[C:36]([F:41])[CH:35]=1)=[O:32].N[C@H](C(O)=O)CC1C=C2C(C=CC=C2)=CC=1, predict the reaction product. (4) Given the reactants [F:1][C:2]([F:38])([N:32]1[CH2:37][CH2:36][NH:35][CH2:34][CH2:33]1)[C:3]1[CH:8]=[CH:7][C:6]([C:9]([NH:11][C:12]2[CH:17]=[CH:16][C:15]([CH3:18])=[C:14]([NH:19][C:20]3[N:25]=[C:24]([C:26]4[CH:27]=[N:28][CH:29]=[CH:30][CH:31]=4)[CH:23]=[CH:22][N:21]=3)[CH:13]=2)=[O:10])=[CH:5][CH:4]=1.[CH3:39][CH:40]=O, predict the reaction product. The product is: [CH2:39]([N:35]1[CH2:34][CH2:33][N:32]([C:2]([F:1])([F:38])[C:3]2[CH:4]=[CH:5][C:6]([C:9]([NH:11][C:12]3[CH:17]=[CH:16][C:15]([CH3:18])=[C:14]([NH:19][C:20]4[N:25]=[C:24]([C:26]5[CH:27]=[N:28][CH:29]=[CH:30][CH:31]=5)[CH:23]=[CH:22][N:21]=4)[CH:13]=3)=[O:10])=[CH:7][CH:8]=2)[CH2:37][CH2:36]1)[CH3:40].